Dataset: M1 muscarinic receptor agonist screen with 61,833 compounds. Task: Binary Classification. Given a drug SMILES string, predict its activity (active/inactive) in a high-throughput screening assay against a specified biological target. The molecule is N1(CCN(CC1)c1ccc(cc1)C)c1n2nc3nc(cc(c3c2nc(c1)C)C)C. The result is 0 (inactive).